Dataset: Forward reaction prediction with 1.9M reactions from USPTO patents (1976-2016). Task: Predict the product of the given reaction. (1) Given the reactants [S:1]1[CH:5]=[CH:4][C:3]([NH2:6])=[CH:2]1.C(N(CC)CC)C.[C:14](Cl)(=[O:19])[CH2:15][CH2:16][CH2:17][CH3:18], predict the reaction product. The product is: [S:1]1[CH:5]=[CH:4][C:3]([NH:6][C:14](=[O:19])[CH2:15][CH2:16][CH2:17][CH3:18])=[CH:2]1. (2) Given the reactants [N:1]1[CH:6]=[CH:5][CH:4]=[CH:3][C:2]=1[NH:7][C:8]([N:10]1[CH2:15][CH2:14][CH:13]([C:16]2[CH:21]=[CH:20][C:19]([O:22]CC3C=CC=CC=3)=[CH:18][C:17]=2[O:30]CC2C=CC=CC=2)[CH2:12][CH2:11]1)=[O:9].CO, predict the reaction product. The product is: [N:1]1[CH:6]=[CH:5][CH:4]=[CH:3][C:2]=1[NH:7][C:8]([N:10]1[CH2:15][CH2:14][CH:13]([C:16]2[CH:21]=[CH:20][C:19]([OH:22])=[CH:18][C:17]=2[OH:30])[CH2:12][CH2:11]1)=[O:9]. (3) Given the reactants [C:1]([O:5][C:6]([N:8]1[CH2:12][CH:11]([OH:13])[CH:10]([C:14]2[CH:19]=[CH:18][C:17](Br)=[CH:16][CH:15]=2)[CH2:9]1)=[O:7])([CH3:4])([CH3:3])[CH3:2].[Cl:21][C:22]1[CH:30]=[CH:29][C:25]([C:26]([NH2:28])=[O:27])=[CH:24][CH:23]=1.C(=O)([O-])[O-].[Cs+].[Cs+].CNCCNC, predict the reaction product. The product is: [C:1]([O:5][C:6]([N:8]1[CH2:12][CH:11]([OH:13])[CH:10]([C:14]2[CH:19]=[CH:18][C:17]([NH:28][C:26](=[O:27])[C:25]3[CH:29]=[CH:30][C:22]([Cl:21])=[CH:23][CH:24]=3)=[CH:16][CH:15]=2)[CH2:9]1)=[O:7])([CH3:4])([CH3:3])[CH3:2]. (4) Given the reactants [C:1]1([CH3:9])[CH:6]=[C:5]([CH3:7])[CH:4]=[C:3]([CH3:8])[CH:2]=1.C(O[O:15][C:16]([CH3:19])(C)C)(C)(C)C.[C]=O.[CH2:22]([OH:24])C, predict the reaction product. The product is: [CH3:9][C:1]1[CH:6]=[C:5]([CH2:7][C:22]([O:15][CH2:16][CH3:19])=[O:24])[CH:4]=[C:3]([CH3:8])[CH:2]=1. (5) The product is: [F:1][C:2]1[CH:9]=[CH:8][CH:7]=[C:6]([O:10][CH3:11])[C:3]=1[CH2:4][N:20]1[CH2:21][CH2:22][CH2:23][C@@H:18]([C:17]2[N:13]([CH3:12])[N:14]=[C:15]([C:24]3[CH:25]=[C:26]4[C:30](=[CH:31][CH:32]=3)[NH:29][N:28]=[C:27]4[C:33]3[CH:34]=[CH:35][N:36]=[CH:37][CH:38]=3)[N:16]=2)[CH2:19]1. Given the reactants [F:1][C:2]1[CH:9]=[CH:8][CH:7]=[C:6]([O:10][CH3:11])[C:3]=1[CH:4]=O.[CH3:12][N:13]1[C:17]([C@@H:18]2[CH2:23][CH2:22][CH2:21][NH:20][CH2:19]2)=[N:16][C:15]([C:24]2[CH:25]=[C:26]3[C:30](=[CH:31][CH:32]=2)[NH:29][N:28]=[C:27]3[C:33]2[CH:38]=[CH:37][N:36]=[CH:35][CH:34]=2)=[N:14]1.C(O[BH-](OC(=O)C)OC(=O)C)(=O)C.[Na+], predict the reaction product. (6) Given the reactants [CH3:1][C:2]1[C:10]2[C:5](=[CH:6][C:7]([N+:11]([O-])=O)=[CH:8][CH:9]=2)[N:4]([C:14]([O:16][C:17]([CH3:20])([CH3:19])[CH3:18])=[O:15])[N:3]=1.CCCCCCC, predict the reaction product. The product is: [NH2:11][C:7]1[CH:6]=[C:5]2[C:10]([C:2]([CH3:1])=[N:3][N:4]2[C:14]([O:16][C:17]([CH3:19])([CH3:18])[CH3:20])=[O:15])=[CH:9][CH:8]=1.